Dataset: Catalyst prediction with 721,799 reactions and 888 catalyst types from USPTO. Task: Predict which catalyst facilitates the given reaction. Reactant: [CH:1]([N:4]([CH:43]([CH3:45])[CH3:44])[CH2:5][CH2:6][C@@H:7]([C:14]1[CH:15]=[C:16]([CH2:21][CH2:22][CH2:23][CH2:24][CH2:25][O:26][C:27]2[CH:32]=[CH:31][C:30]([CH2:33][CH2:34][NH:35]C(=O)OC(C)(C)C)=[CH:29][CH:28]=2)[CH:17]=[CH:18][C:19]=1[OH:20])[C:8]1[CH:13]=[CH:12][CH:11]=[CH:10][CH:9]=1)([CH3:3])[CH3:2].C(O)C.[ClH:49]. Product: [ClH:49].[ClH:49].[NH2:35][CH2:34][CH2:33][C:30]1[CH:29]=[CH:28][C:27]([O:26][CH2:25][CH2:24][CH2:23][CH2:22][CH2:21][C:16]2[CH:17]=[CH:18][C:19]([OH:20])=[C:14]([C@@H:7]([C:8]3[CH:9]=[CH:10][CH:11]=[CH:12][CH:13]=3)[CH2:6][CH2:5][N:4]([CH:43]([CH3:44])[CH3:45])[CH:1]([CH3:2])[CH3:3])[CH:15]=2)=[CH:32][CH:31]=1. The catalyst class is: 268.